From a dataset of Forward reaction prediction with 1.9M reactions from USPTO patents (1976-2016). Predict the product of the given reaction. (1) Given the reactants [F:1][C:2]1[CH:3]=[CH:4][C:5]2[N:6]([C:8]([C@H:11]3[CH2:16][CH2:15][CH2:14][NH:13][CH2:12]3)=[N:9][N:10]=2)[CH:7]=1.C=O.[CH3:19]C(O)=O.[BH-](OC(C)=O)(OC(C)=O)OC(C)=O.[Na+], predict the reaction product. The product is: [F:1][C:2]1[CH:3]=[CH:4][C:5]2[N:6]([C:8]([C@H:11]3[CH2:16][CH2:15][CH2:14][N:13]([CH3:19])[CH2:12]3)=[N:9][N:10]=2)[CH:7]=1. (2) Given the reactants [Cl:1][C:2]1[C:3]([O:22][C:23]2[CH:28]=[CH:27][C:26]([N+:29]([O-])=O)=[CH:25][CH:24]=2)=[N:4][C:5]([NH:8][C:9]2[CH:14]=[CH:13][C:12]([N:15]3[CH2:20][CH2:19][N:18]([CH3:21])[CH2:17][CH2:16]3)=[CH:11][CH:10]=2)=[N:6][CH:7]=1, predict the reaction product. The product is: [NH2:29][C:26]1[CH:27]=[CH:28][C:23]([O:22][C:3]2[C:2]([Cl:1])=[CH:7][N:6]=[C:5]([NH:8][C:9]3[CH:10]=[CH:11][C:12]([N:15]4[CH2:20][CH2:19][N:18]([CH3:21])[CH2:17][CH2:16]4)=[CH:13][CH:14]=3)[N:4]=2)=[CH:24][CH:25]=1. (3) The product is: [O:43]=[C:37]([N:1]1[CH2:6][CH2:5][CH2:4][CH2:3][C@@H:2]1[CH2:7][O:8][C:9]1[CH:18]=[CH:17][CH:16]=[C:15]2[C:10]=1[C:11]([NH:19][C:20]1[CH:21]=[C:22]3[C:26](=[CH:27][CH:28]=1)[N:25]([CH2:29][C:30]1[CH:35]=[CH:34][CH:33]=[CH:32][N:31]=1)[CH:24]=[CH:23]3)=[N:12][CH:13]=[N:14]2)[CH2:38][OH:40]. Given the reactants [NH:1]1[CH2:6][CH2:5][CH2:4][CH2:3][C@@H:2]1[CH2:7][O:8][C:9]1[CH:18]=[CH:17][CH:16]=[C:15]2[C:10]=1[C:11]([NH:19][C:20]1[CH:21]=[C:22]3[C:26](=[CH:27][CH:28]=1)[N:25]([CH2:29][C:30]1[CH:35]=[CH:34][CH:33]=[CH:32][N:31]=1)[CH:24]=[CH:23]3)=[N:12][CH:13]=[N:14]2.F[C:37](F)(F)[C:38]([OH:40])=O.[OH:43]C[C@H]1CCCCN1C(OC(C)(C)C)=O.CC[NH+](CC)CC.CC[NH+](CC)CC.C([O-])([O-])=O, predict the reaction product. (4) Given the reactants [O:1]=[C:2]1[CH:7]=[C:6]([C:8]2[CH:13]=[CH:12][C:11]([C:14]([F:17])([F:16])[F:15])=[CH:10][CH:9]=2)[CH:5]=[CH:4][N:3]1[C:18]1[CH:23]=[CH:22][C:21]2[C:24]3[CH2:25][N:26](C(OC(C)(C)C)=O)[CH2:27][CH2:28][C:29]=3[O:30][C:20]=2[CH:19]=1.Cl, predict the reaction product. The product is: [CH2:25]1[C:24]2[C:21]3[CH:22]=[CH:23][C:18]([N:3]4[CH:4]=[CH:5][C:6]([C:8]5[CH:13]=[CH:12][C:11]([C:14]([F:17])([F:15])[F:16])=[CH:10][CH:9]=5)=[CH:7][C:2]4=[O:1])=[CH:19][C:20]=3[O:30][C:29]=2[CH2:28][CH2:27][NH:26]1. (5) Given the reactants C(=O)([O-])[O-].[Cs+].[Cs+].Cl[C:8]1[C:13]2[CH:14]=[CH:15][O:16][C:12]=2[CH:11]=[CH:10][N:9]=1.[Br:17][C:18]1[CH:23]=[CH:22][C:21]([SH:24])=[CH:20][CH:19]=1, predict the reaction product. The product is: [Br:17][C:18]1[CH:23]=[CH:22][C:21]([S:24][C:8]2[C:13]3[CH:14]=[CH:15][O:16][C:12]=3[CH:11]=[CH:10][N:9]=2)=[CH:20][CH:19]=1. (6) Given the reactants N1C=CC=CC=1CN.[CH2:9]([NH2:16])[C:10]1[CH:15]=[CH:14][CH:13]=[CH:12][CH:11]=1.[F:17][C:18]1[CH:47]=[CH:46][C:21]([CH2:22][N:23]2[CH2:27][CH2:26][N:25]([C:28]3[CH:32]=[C:31]([C:33](O)=[O:34])[N:30](CC4C=CC(OC)=CC=4)[N:29]=3)[C:24]2=[O:45])=[CH:20][CH:19]=1, predict the reaction product. The product is: [CH2:9]([NH:16][C:33]([C:31]1[NH:30][N:29]=[C:28]([N:25]2[CH2:26][CH2:27][N:23]([CH2:22][C:21]3[CH:46]=[CH:47][C:18]([F:17])=[CH:19][CH:20]=3)[C:24]2=[O:45])[CH:32]=1)=[O:34])[C:10]1[CH:15]=[CH:14][CH:13]=[CH:12][CH:11]=1. (7) Given the reactants [Cl:1][C:2]1[CH:10]=[CH:9][C:8]([C:11]2[CH:12]=[CH:13][C:14]([C:34]#[C:35][C@@:36]3([CH3:49])[O:41][CH2:40][CH2:39][N:38]([C:42]([O:44][C:45]([CH3:48])([CH3:47])[CH3:46])=[O:43])[CH2:37]3)=[N:15][C:16]=2[C@@H:17]([NH:27]C(=O)C(F)(F)F)[CH2:18][C:19]2[CH:24]=[C:23]([F:25])[CH:22]=[C:21]([F:26])[CH:20]=2)=[C:7]2[C:3]=1[C:4]([NH:51][S:52]([CH3:55])(=[O:54])=[O:53])=[N:5][N:6]2[CH3:50].[OH-].[Li+].Cl, predict the reaction product. The product is: [NH2:27][C@H:17]([C:16]1[N:15]=[C:14]([C:34]#[C:35][C@@:36]2([CH3:49])[O:41][CH2:40][CH2:39][N:38]([C:42]([O:44][C:45]([CH3:48])([CH3:47])[CH3:46])=[O:43])[CH2:37]2)[CH:13]=[CH:12][C:11]=1[C:8]1[CH:9]=[CH:10][C:2]([Cl:1])=[C:3]2[C:7]=1[N:6]([CH3:50])[N:5]=[C:4]2[NH:51][S:52]([CH3:55])(=[O:53])=[O:54])[CH2:18][C:19]1[CH:20]=[C:21]([F:26])[CH:22]=[C:23]([F:25])[CH:24]=1.